Predict the product of the given reaction. From a dataset of Forward reaction prediction with 1.9M reactions from USPTO patents (1976-2016). Given the reactants [NH2:1][C:2]1[CH:7]=[C:6]([C:8]#[N:9])[CH:5]=[CH:4][C:3]=1[S:10]([NH2:13])(=[O:12])=[O:11].[Cl:14][C:15]1[CH:20]=[CH:19][C:18]([CH:21]=[CH:22][S:23](Cl)(=[O:25])=[O:24])=[C:17]([O:27][CH3:28])[CH:16]=1, predict the reaction product. The product is: [Cl:14][C:15]1[CH:20]=[CH:19][C:18](/[CH:21]=[CH:22]/[S:23]([NH:1][C:2]2[CH:7]=[C:6]([C:8]#[N:9])[CH:5]=[CH:4][C:3]=2[S:10]([NH2:13])(=[O:11])=[O:12])(=[O:24])=[O:25])=[C:17]([O:27][CH3:28])[CH:16]=1.